Dataset: Reaction yield outcomes from USPTO patents with 853,638 reactions. Task: Predict the reaction yield, written as a fraction of the theoretical maximum amount of product (1.0 means a 100% yield; for example, 0.34 means a 34% yield). The reactants are [I:1][C:2]1[CH:3]=[C:4]2[C:9](=[CH:10][CH:11]=1)[N:8]=[CH:7][NH:6][C:5]2=O.P(Cl)(Cl)(Cl)=O.C(N(CC)CC)C.[NH2:25][C:26]1[CH:31]=[CH:30][CH:29]=[CH:28][CH:27]=1. The catalyst is CC(C)=O.C1(C)C=CC=CC=1. The product is [I:1][C:2]1[CH:3]=[C:4]2[C:9](=[CH:10][CH:11]=1)[N:8]=[CH:7][N:6]=[C:5]2[NH:25][C:26]1[CH:31]=[CH:30][CH:29]=[CH:28][CH:27]=1. The yield is 0.730.